Dataset: Catalyst prediction with 721,799 reactions and 888 catalyst types from USPTO. Task: Predict which catalyst facilitates the given reaction. (1) Reactant: [N:1]1([CH2:10][C:11]([OH:13])=O)[CH:9]=[C:7]([CH3:8])[C:5](=[O:6])[NH:4][C:2]1=[O:3].Cl.[N+:15]([C:18]1[CH:23]=[CH:22][CH:21]=[CH:20][C:19]=1[S:24]([N:27]1[CH2:32][CH2:31][NH:30][CH:29]([C:33]2[CH:38]=[CH:37][CH:36]=[CH:35][CH:34]=2)[C:28]1=[O:39])(=[O:26])=[O:25])([O-:17])=[O:16].C1CN([P+](ON2N=NC3C=CC=CC2=3)(N2CCCC2)N2CCCC2)CC1.F[P-](F)(F)(F)(F)F.C(N(CC)C(C)C)(C)C. Product: [N+:15]([C:18]1[CH:23]=[CH:22][CH:21]=[CH:20][C:19]=1[S:24]([N:27]1[CH2:32][CH2:31][N:30]([C:11](=[O:13])[CH2:10][N:1]2[CH:9]=[C:7]([CH3:8])[C:5](=[O:6])[NH:4][C:2]2=[O:3])[CH:29]([C:33]2[CH:34]=[CH:35][CH:36]=[CH:37][CH:38]=2)[C:28]1=[O:39])(=[O:25])=[O:26])([O-:17])=[O:16]. The catalyst class is: 3. (2) Reactant: [Cl:1][C:2]1[N:3]=[N:4][C:5]([Cl:8])=[CH:6][CH:7]=1.ClC1=C(Cl)C(OC1=O)=[O:13].FC(F)(F)C(O)=O.OO.NC(N)=O.S([O-])([O-])=O.[Na+].[Na+]. Product: [Cl:1][C:2]1[N:3]=[N+:4]([O-:13])[C:5]([Cl:8])=[CH:6][CH:7]=1. The catalyst class is: 26. (3) Reactant: [CH3:1][CH:2]([O:4][C:5]1[CH:12]=[CH:11][C:10]([C:13]2[O:17][N:16]=[C:15]([C:18]3[C:28]4[O:27][CH2:26][CH2:25][NH:24][CH2:23][C:22]=4[CH:21]=[CH:20][CH:19]=3)[N:14]=2)=[CH:9][C:6]=1[C:7]#[N:8])[CH3:3].C(N(CC)C(C)C)(C)C.Br[CH2:39][C:40]([O:42][CH2:43][CH3:44])=[O:41]. Product: [C:7]([C:6]1[CH:9]=[C:10]([C:13]2[O:17][N:16]=[C:15]([C:18]3[C:28]4[O:27][CH2:26][CH2:25][N:24]([CH2:39][C:40]([O:42][CH2:43][CH3:44])=[O:41])[CH2:23][C:22]=4[CH:21]=[CH:20][CH:19]=3)[N:14]=2)[CH:11]=[CH:12][C:5]=1[O:4][CH:2]([CH3:1])[CH3:3])#[N:8]. The catalyst class is: 10.